From a dataset of Forward reaction prediction with 1.9M reactions from USPTO patents (1976-2016). Predict the product of the given reaction. (1) Given the reactants [N:1]1([C:5]([C:7]2[CH:12]=[CH:11][C:10](F)=[CH:9][CH:8]=2)=[O:6])[CH2:4][CH2:3][CH2:2]1.[CH3:14][N:15]1[CH:19]=[CH:18][C:17]([NH:20][C:21]([C:23]2[CH:34]=[C:33]([OH:35])[C:26]3[CH2:27][CH:28]([CH:30]([F:32])[F:31])[O:29][C:25]=3[CH:24]=2)=[O:22])=[N:16]1, predict the reaction product. The product is: [CH3:14][N:15]1[CH:19]=[CH:18][C:17]([NH:20][C:21]([C:23]2[CH:34]=[C:33]([O:35][C:10]3[CH:11]=[CH:12][C:7]([C:5]([N:1]4[CH2:4][CH2:3][CH2:2]4)=[O:6])=[CH:8][CH:9]=3)[C:26]3[CH2:27][CH:28]([CH:30]([F:32])[F:31])[O:29][C:25]=3[CH:24]=2)=[O:22])=[N:16]1. (2) Given the reactants [CH2:1]([CH:8]1[CH2:12][O:11][C:10](=[O:13])[CH2:9]1)[C:2]1[CH:7]=[CH:6][CH:5]=[CH:4][CH:3]=1.[BrH:14], predict the reaction product. The product is: [CH2:1]([CH:8]([CH2:12][Br:14])[CH2:9][C:10]([OH:11])=[O:13])[C:2]1[CH:7]=[CH:6][CH:5]=[CH:4][CH:3]=1. (3) The product is: [CH:9]1([C:14]([C:19]2[CH:20]=[CH:21][CH:22]=[CH:23][CH:24]=2)([CH3:1])[C:15]([O:17][CH3:18])=[O:16])[CH2:13][CH2:12][CH2:11][CH2:10]1. Given the reactants [CH:1]([N-]C(C)C)(C)C.[Li+].[CH:9]1([CH:14]([C:19]2[CH:24]=[CH:23][CH:22]=[CH:21][CH:20]=2)[C:15]([O:17][CH3:18])=[O:16])[CH2:13][CH2:12][CH2:11][CH2:10]1.IC, predict the reaction product. (4) Given the reactants [CH3:1][C:2]1[CH:11]=[CH:10][C:9]([N:12]2[CH2:17][CH2:16][N:15]([CH3:18])[CH2:14][CH2:13]2)=[C:8]2[C:3]=1[CH2:4][CH2:5][C@@H:6]([NH2:19])[CH2:7]2.CCN(C(C)C)C(C)C.[CH3:29][C:30]1[S:31][C:32]([S:36](Cl)(=[O:38])=[O:37])=[C:33]([CH3:35])[N:34]=1, predict the reaction product. The product is: [CH3:29][C:30]1[S:31][C:32]([S:36]([NH:19][C@@H:6]2[CH2:5][CH2:4][C:3]3[C:8](=[C:9]([N:12]4[CH2:13][CH2:14][N:15]([CH3:18])[CH2:16][CH2:17]4)[CH:10]=[CH:11][C:2]=3[CH3:1])[CH2:7]2)(=[O:38])=[O:37])=[C:33]([CH3:35])[N:34]=1. (5) Given the reactants C([O:8][C:9](=[O:52])[CH:10]([O:27][C:28](=[O:51])[C@H:29]([CH:48]([CH3:50])[CH3:49])[NH:30][C:31]([O:33][CH2:34][CH:35]1[C:47]2[C:42](=[CH:43][CH:44]=[CH:45][CH:46]=2)[C:41]2[C:36]1=[CH:37][CH:38]=[CH:39][CH:40]=2)=[O:32])[CH2:11][CH2:12][CH2:13][CH2:14][CH2:15][CH2:16][CH2:17][CH2:18][CH2:19][CH2:20][CH2:21][CH2:22][CH2:23][CH2:24][CH2:25][CH3:26])C1C=CC=CC=1, predict the reaction product. The product is: [C:31]([NH:30][C@H:29]([C:28]([O:27][CH:10]([CH2:11][CH2:12][CH2:13][CH2:14][CH2:15][CH2:16][CH2:17][CH2:18][CH2:19][CH2:20][CH2:21][CH2:22][CH2:23][CH2:24][CH2:25][CH3:26])[C:9]([OH:52])=[O:8])=[O:51])[CH:48]([CH3:49])[CH3:50])([O:33][CH2:34][CH:35]1[C:36]2[C:41](=[CH:40][CH:39]=[CH:38][CH:37]=2)[C:42]2[C:47]1=[CH:46][CH:45]=[CH:44][CH:43]=2)=[O:32]. (6) The product is: [C:27]([O:31][C:32]([N:34]1[CH2:38][CH2:37][C:36]2([CH2:42][CH2:41][N:40]([C:8]3[CH:7]=[N:6][C:5]([O:11][C:12]4[CH:17]=[CH:16][C:15]([O:18][C:19]5[CH:24]=[CH:23][CH:22]=[C:21]([F:25])[CH:20]=5)=[CH:14][CH:13]=4)=[C:4]([C:3]([O:2][CH3:1])=[O:26])[CH:9]=3)[CH2:39]2)[CH2:35]1)=[O:33])([CH3:30])([CH3:28])[CH3:29]. Given the reactants [CH3:1][O:2][C:3](=[O:26])[C:4]1[CH:9]=[C:8](I)[CH:7]=[N:6][C:5]=1[O:11][C:12]1[CH:17]=[CH:16][C:15]([O:18][C:19]2[CH:24]=[CH:23][CH:22]=[C:21]([F:25])[CH:20]=2)=[CH:14][CH:13]=1.[C:27]([O:31][C:32]([N:34]1[CH2:38][CH2:37][C:36]2([CH2:42][CH2:41][NH:40][CH2:39]2)[CH2:35]1)=[O:33])([CH3:30])([CH3:29])[CH3:28].C(=O)([O-])[O-].[Cs+].[Cs+].C1(P(C2CCCCC2)C2C=CC=CC=2C2C(OC(C)C)=CC=CC=2OC(C)C)CCCCC1, predict the reaction product.